Dataset: Full USPTO retrosynthesis dataset with 1.9M reactions from patents (1976-2016). Task: Predict the reactants needed to synthesize the given product. (1) Given the product [Si:1]([O:8][C@@H:9]1[C@H:14]([O:15][Si:16]([C:19]([CH3:21])([CH3:22])[CH3:20])([CH3:18])[CH3:17])[C@@H:13]([CH3:23])[CH2:12][C@H:11]([C:24]2[CH:29]=[CH:28][N:27]=[CH:26][C:25]=2[NH:30][C:38](=[O:39])[C:36]2[CH:35]=[CH:34][C:33]([F:41])=[C:32]([Br:31])[N:37]=2)[CH2:10]1)([C:4]([CH3:5])([CH3:6])[CH3:7])([CH3:3])[CH3:2], predict the reactants needed to synthesize it. The reactants are: [Si:1]([O:8][C@@H:9]1[C@H:14]([O:15][Si:16]([C:19]([CH3:22])([CH3:21])[CH3:20])([CH3:18])[CH3:17])[C@@H:13]([CH3:23])[CH2:12][C@H:11]([C:24]2[CH:29]=[CH:28][N:27]=[CH:26][C:25]=2[NH2:30])[CH2:10]1)([C:4]([CH3:7])([CH3:6])[CH3:5])([CH3:3])[CH3:2].[Br:31][C:32]1[N:37]=[C:36]([C:38](O)=[O:39])[CH:35]=[CH:34][C:33]=1[F:41]. (2) Given the product [CH2:8]([CH:7]([C:4]1[S:3][C:2]([SH:1])=[N:6][CH:5]=1)[CH2:10][CH3:11])[CH3:9], predict the reactants needed to synthesize it. The reactants are: [SH:1][C:2]1[S:3][C:4]([C:7](O)([CH2:10][CH3:11])[CH2:8][CH3:9])=[CH:5][N:6]=1.C([SiH](CC)CC)C.C(O)(C(F)(F)F)=O. (3) Given the product [CH3:37][C:32]1[CH:33]=[C:34]([CH3:36])[N:35]=[C:30]([NH:19][CH2:18][C@@H:17]2[CH2:16][C@@H:15]3[C@@H:13]([CH2:14]3)[CH2:12][N:11]2[S:8]([C:5]2[CH:4]=[CH:3][C:2]([CH3:1])=[CH:7][CH:6]=2)(=[O:10])=[O:9])[N:31]=1, predict the reactants needed to synthesize it. The reactants are: [CH3:1][C:2]1[CH:7]=[CH:6][C:5]([S:8]([N:11]2[C@H:17]([CH2:18][NH2:19])[CH2:16][C@@H:15]3[C@@H:13]([CH2:14]3)[CH2:12]2)(=[O:10])=[O:9])=[CH:4][CH:3]=1.CCN(C(C)C)C(C)C.Cl[C:30]1[N:35]=[C:34]([CH3:36])[CH:33]=[C:32]([CH3:37])[N:31]=1. (4) Given the product [C:15]([S:17][CH2:2][CH2:3][C:4]1[CH:14]=[CH:13][C:7]([C:8]([O:10][CH2:11][CH3:12])=[O:9])=[CH:6][CH:5]=1)(=[O:18])[CH3:16], predict the reactants needed to synthesize it. The reactants are: Cl[CH2:2][CH2:3][C:4]1[CH:14]=[CH:13][C:7]([C:8]([O:10][CH2:11][CH3:12])=[O:9])=[CH:6][CH:5]=1.[C:15]([O-:18])(=[S:17])[CH3:16].[K+].[I-].[Na+].[Cl-].[NH4+]. (5) Given the product [Br:19][CH2:11][C:4]1[CH:5]=[CH:6][C:7]([N+:8]([O-:10])=[O:9])=[C:2]([Cl:1])[CH:3]=1, predict the reactants needed to synthesize it. The reactants are: [Cl:1][C:2]1[CH:3]=[C:4]([CH3:11])[CH:5]=[CH:6][C:7]=1[N+:8]([O-:10])=[O:9].C1C(=O)N([Br:19])C(=O)C1.N(C(C)(C)C#N)=NC(C)(C)C#N. (6) Given the product [C:1]([C:3]1[C:7]2[CH2:8][CH2:9][CH:10]([NH:21][CH:22]([CH2:23][OH:24])[C:25]([CH3:28])([CH3:27])[CH3:26])[CH2:11][C:6]=2[S:5][C:4]=1[NH:13][C:14](=[O:20])[CH:15]([CH2:18][CH3:19])[CH2:16][CH3:17])#[N:2], predict the reactants needed to synthesize it. The reactants are: [C:1]([C:3]1[C:7]2[CH2:8][CH2:9][C:10](=O)[CH2:11][C:6]=2[S:5][C:4]=1[NH:13][C:14](=[O:20])[CH:15]([CH2:18][CH3:19])[CH2:16][CH3:17])#[N:2].[NH2:21][CH:22]([C:25]([CH3:28])([CH3:27])[CH3:26])[CH2:23][OH:24].C(O[BH-](OC(=O)C)OC(=O)C)(=O)C.[Na+].C(O)(=O)C.